From a dataset of Full USPTO retrosynthesis dataset with 1.9M reactions from patents (1976-2016). Predict the reactants needed to synthesize the given product. (1) Given the product [OH:35][CH2:34][C:32]([NH:1][C@H:2]1[CH2:7][CH2:6][C@H:5]([NH:8][C:9]([C:11]2[C:15]3[N:16]=[CH:17][N:18]=[C:19]([C:20]4[CH:25]=[CH:24][CH:23]=[CH:22][C:21]=4[O:26][CH2:27][CH:28]4[CH2:29][CH2:30]4)[C:14]=3[NH:13][CH:12]=2)=[O:10])[CH2:4][CH2:3]1)=[O:33], predict the reactants needed to synthesize it. The reactants are: [NH2:1][C@H:2]1[CH2:7][CH2:6][C@H:5]([NH:8][C:9]([C:11]2[C:15]3[N:16]=[CH:17][N:18]=[C:19]([C:20]4[CH:25]=[CH:24][CH:23]=[CH:22][C:21]=4[O:26][CH2:27][CH:28]4[CH2:30][CH2:29]4)[C:14]=3[NH:13][CH:12]=2)=[O:10])[CH2:4][CH2:3]1.Cl[C:32]([CH2:34][O:35]C(=O)C)=[O:33]. (2) Given the product [F:1][C:2]1[CH:3]=[C:4]([O:11][CH2:15][CH2:14][O:13][CH3:12])[CH:5]=[C:6]([F:10])[C:7]=1[CH2:8][OH:9], predict the reactants needed to synthesize it. The reactants are: [F:1][C:2]1[CH:3]=[C:4]([OH:11])[CH:5]=[C:6]([F:10])[C:7]=1[CH2:8][OH:9].[CH3:12][O:13][CH2:14][CH2:15]Br. (3) Given the product [Cl:14][C:10]1[CH:9]=[C:8]([C:6]2[N:7]=[C:2]([NH:18][C:19]3[CH:20]=[CH:21][C:22]([CH2:25][C@@H:26]([OH:28])[CH3:27])=[CH:23][CH:24]=3)[C:3]3[CH2:17][CH2:16][CH2:15][C:4]=3[N:5]=2)[CH:13]=[CH:12][CH:11]=1, predict the reactants needed to synthesize it. The reactants are: Cl[C:2]1[C:3]2[CH2:17][CH2:16][CH2:15][C:4]=2[N:5]=[C:6]([C:8]2[CH:13]=[CH:12][CH:11]=[C:10]([Cl:14])[CH:9]=2)[N:7]=1.[NH2:18][C:19]1[CH:24]=[CH:23][C:22]([CH2:25][C@@H:26]([OH:28])[CH3:27])=[CH:21][CH:20]=1. (4) Given the product [Cl:1][C:2]1[CH:26]=[C:25]([Cl:27])[C:24]([C:28]2[C:33]([F:34])=[CH:32][CH:31]=[CH:30][N:29]=2)=[CH:23][C:3]=1[C:4]([NH:6][C:7]1[N:11]([C:12]2[CH:13]=[CH:14][CH:15]=[CH:16][CH:17]=2)[N:10]=[C:9]([C:18]([OH:20])=[O:19])[CH:8]=1)=[O:5], predict the reactants needed to synthesize it. The reactants are: [Cl:1][C:2]1[CH:26]=[C:25]([Cl:27])[C:24]([C:28]2[C:33]([F:34])=[CH:32][CH:31]=[CH:30][N:29]=2)=[CH:23][C:3]=1[C:4]([NH:6][C:7]1[N:11]([C:12]2[CH:17]=[CH:16][CH:15]=[CH:14][CH:13]=2)[N:10]=[C:9]([C:18]([O:20]CC)=[O:19])[CH:8]=1)=[O:5].[OH-].[Na+].Cl. (5) Given the product [CH:16]1([N:7]2[C:8]3[C:3](=[C:2]([NH:1][C:32](=[O:33])[C:31]([F:42])([F:41])[F:30])[C:11]([F:12])=[C:10]([F:13])[C:9]=3[O:14][CH3:15])[C:4](=[O:22])[C:5]([C:19]#[N:21])=[CH:6]2)[CH2:17][CH2:18]1, predict the reactants needed to synthesize it. The reactants are: [NH2:1][C:2]1[C:11]([F:12])=[C:10]([F:13])[C:9]([O:14][CH3:15])=[C:8]2[C:3]=1[C:4](=[O:22])[C:5]([C:19]([NH2:21])=O)=[CH:6][N:7]2[CH:16]1[CH2:18][CH2:17]1.C(N(CC)CC)C.[F:30][C:31]([F:42])([F:41])[C:32](O[C:32](=[O:33])[C:31]([F:42])([F:41])[F:30])=[O:33].